Task: Predict the reaction yield, written as a fraction of the theoretical maximum amount of product (1.0 means a 100% yield; for example, 0.34 means a 34% yield).. Dataset: Reaction yield outcomes from USPTO patents with 853,638 reactions (1) The reactants are [Cl:1][C:2]1[C:7]([F:8])=[CH:6][CH:5]=[C:4]([Cl:9])[C:3]=1[CH:10]([O:12][C:13]1[C:14]([NH2:19])=[N:15][CH:16]=[CH:17][CH:18]=1)[CH3:11].[I:20]N1C(=O)CCC1=O. The product is [I:20][C:17]1[CH:18]=[C:13]([O:12][CH:10]([C:3]2[C:4]([Cl:9])=[CH:5][CH:6]=[C:7]([F:8])[C:2]=2[Cl:1])[CH3:11])[C:14]([NH2:19])=[N:15][CH:16]=1. The catalyst is C(#N)C.C(O)(=O)C. The yield is 0.500. (2) The reactants are [C-]#N.[K+].CC(C)(O)[C:6]#[N:7].[Cl:10][C:11]1[CH:12]=[C:13](/[C:18](/[C:41]([F:44])([F:43])[F:42])=[CH:19]\[C:20]([C:22]2[CH:39]=[CH:38][C:25]([C:26]([NH:28][CH2:29][C:30](=[O:37])[NH:31][CH2:32][C:33]([F:36])([F:35])[F:34])=[O:27])=[C:24]([CH3:40])[CH:23]=2)=[O:21])[CH:14]=[C:15]([Cl:17])[CH:16]=1.O. The catalyst is C1(C)C=CC=CC=1. The product is [C:6]([C@@:18]([C:13]1[CH:12]=[C:11]([Cl:10])[CH:16]=[C:15]([Cl:17])[CH:14]=1)([C:41]([F:44])([F:42])[F:43])[CH2:19][C:20]([C:22]1[CH:39]=[CH:38][C:25]([C:26]([NH:28][CH2:29][C:30](=[O:37])[NH:31][CH2:32][C:33]([F:35])([F:36])[F:34])=[O:27])=[C:24]([CH3:40])[CH:23]=1)=[O:21])#[N:7]. The yield is 0.320. (3) The reactants are [CH3:1][O:2][C:3]1[CH:4]=[C:5]2[C:10](=[CH:11][C:12]=1[O:13][CH3:14])[N:9]=[C:8]([NH:15][C@H:16]1[CH2:21][CH2:20][C@H:19](O)[CH2:18][CH2:17]1)[CH:7]=[N:6]2.C1(P(C2C=CC=CC=2)C2C=CC=CC=2)C=CC=CC=1.N(C(OCC)=O)=NC(OCC)=O.[N+](C1C=CC(C(O)=O)=CC=1)([O-])=O. The catalyst is C1COCC1. The product is [CH:16]1([NH:15][C:8]2[CH:7]=[N:6][C:5]3[C:10](=[CH:11][C:12]([O:13][CH3:14])=[C:3]([O:2][CH3:1])[CH:4]=3)[N:9]=2)[CH2:21][CH2:20][CH:19]=[CH:18][CH2:17]1. The yield is 0.877. (4) The reactants are C(OC(=O)[NH:7][CH2:8][C:9]1[CH:14]=[CH:13][C:12]([C:15]([N:17]2[CH2:26][C:25]3[CH:24]=[N:23][N:22]([CH3:27])[C:21]=3[NH:20][C:19]3[CH:28]=[C:29]([CH3:32])[CH:30]=[CH:31][C:18]2=3)=[O:16])=[CH:11][C:10]=1[F:33])(C)(C)C.[ClH:35].O1CCOCC1. No catalyst specified. The product is [ClH:35].[NH2:7][CH2:8][C:9]1[CH:14]=[CH:13][C:12]([C:15]([N:17]2[CH2:26][C:25]3[CH:24]=[N:23][N:22]([CH3:27])[C:21]=3[NH:20][C:19]3[CH:28]=[C:29]([CH3:32])[CH:30]=[CH:31][C:18]2=3)=[O:16])=[CH:11][C:10]=1[F:33]. The yield is 1.00. (5) The reactants are [OH-].[Na+].[CH3:3][O:4][C:5]1[CH:12]=[CH:11][C:8]([CH2:9][SH:10])=[CH:7][CH:6]=1.[C:13](#[N:17])[CH2:14][C:15]#[N:16]. The catalyst is C(O)C.O.[NH4+].[Cl-].O. The product is [CH3:3][O:4][C:5]1[CH:12]=[CH:11][C:8]([CH2:9][S:10][C:13](=[NH:17])[CH2:14][C:15]#[N:16])=[CH:7][CH:6]=1. The yield is 0.600.